This data is from Full USPTO retrosynthesis dataset with 1.9M reactions from patents (1976-2016). The task is: Predict the reactants needed to synthesize the given product. (1) Given the product [NH2:15][C:12]1[CH:13]=[CH:14][C:9]([CH2:8][C:6]2[CH:5]=[CH:4][N:3]=[C:2]([NH2:1])[CH:7]=2)=[C:10]([F:23])[CH:11]=1, predict the reactants needed to synthesize it. The reactants are: [NH2:1][C:2]1[CH:7]=[C:6]([CH2:8][C:9]2[CH:14]=[CH:13][C:12]([NH:15]C(=O)OC(C)(C)C)=[CH:11][C:10]=2[F:23])[CH:5]=[CH:4][N:3]=1.C(O)(C(F)(F)F)=O. (2) The reactants are: [C:1]([C:5]1[O:9][N:8]=[C:7]([NH:10][C:11]([NH:13][C:14]2[CH:19]=[CH:18][CH:17]=[C:16]([O:20][C:21]3[C:30]4[C:25](=[CH:26][C:27]([O:33][CH2:34][CH2:35]Cl)=[C:28]([O:31][CH3:32])[CH:29]=4)[N:24]=[CH:23][N:22]=3)[CH:15]=2)=[O:12])[CH:6]=1)([CH3:4])([CH3:3])[CH3:2].[CH3:37][N:38]1[CH2:43][CH2:42][NH:41][CH2:40][CH2:39]1.C(N(C(C)C)CC)(C)C. Given the product [C:1]([C:5]1[O:9][N:8]=[C:7]([NH:10][C:11]([NH:13][C:14]2[CH:19]=[CH:18][CH:17]=[C:16]([O:20][C:21]3[C:30]4[C:25](=[CH:26][C:27]([O:33][CH2:34][CH2:35][N:41]5[CH2:42][CH2:43][N:38]([CH3:37])[CH2:39][CH2:40]5)=[C:28]([O:31][CH3:32])[CH:29]=4)[N:24]=[CH:23][N:22]=3)[CH:15]=2)=[O:12])[CH:6]=1)([CH3:4])([CH3:3])[CH3:2], predict the reactants needed to synthesize it. (3) Given the product [Cl:42][C:38]1[CH:37]=[C:36]([C@@H:27]2[C@@H:28]([C:29]3[CH:34]=[CH:33][C:32]([Cl:35])=[CH:31][CH:30]=3)[N:23]([C@@H:20]([CH2:21][CH3:22])[CH2:19][OH:18])[C:24](=[O:50])[C@:25]([CH:44]3[CH2:46][CH:45]3[C:47]([OH:49])=[O:48])([CH3:43])[CH2:26]2)[CH:41]=[CH:40][CH:39]=1, predict the reactants needed to synthesize it. The reactants are: [Si]([O:18][CH2:19][C@@H:20]([N:23]1[C@H:28]([C:29]2[CH:34]=[CH:33][C:32]([Cl:35])=[CH:31][CH:30]=2)[C@@H:27]([C:36]2[CH:41]=[CH:40][CH:39]=[C:38]([Cl:42])[CH:37]=2)[CH2:26][C@@:25]([CH:44]2[CH2:46][CH:45]2[C:47]([OH:49])=[O:48])([CH3:43])[C:24]1=[O:50])[CH2:21][CH3:22])(C(C)(C)C)(C1C=CC=CC=1)C1C=CC=CC=1.CCCC[N+](CCCC)(CCCC)CCCC.[F-]. (4) Given the product [Cl:24][CH:7]([CH:1]1[CH2:6][CH2:5][CH2:4][CH2:3][CH2:2]1)[C:9]1[CH:13]=[C:12]([CH:14]2[CH2:19][CH2:18][S:17][CH2:16][CH2:15]2)[S:11][C:10]=1[CH2:20][CH3:21], predict the reactants needed to synthesize it. The reactants are: [CH:1]1([CH:7]([C:9]2[CH:13]=[C:12]([CH:14]3[CH2:19][CH2:18][S:17][CH2:16][CH2:15]3)[S:11][C:10]=2[CH2:20][CH3:21])O)[CH2:6][CH2:5][CH2:4][CH2:3][CH2:2]1.S(Cl)([Cl:24])=O.C(=O)([O-])O.[Na+]. (5) Given the product [Br:1][C:2]1[C:3](=[O:9])[N:4]([CH3:10])[N:5]=[C:6]([Cl:8])[CH:7]=1, predict the reactants needed to synthesize it. The reactants are: [Br:1][C:2]1[C:3](=[O:9])[NH:4][N:5]=[C:6]([Cl:8])[CH:7]=1.[C:10](=O)([O-])[O-].[Cs+].[Cs+].IC. (6) Given the product [Cl:38][C:39]1[CH:40]=[CH:41][C:42]([CH2:45][N:7]2[C:6]3[C:5](=[O:26])[N:4]([CH2:27][CH2:28][CH2:29][O:30][CH:31]4[CH2:36][CH2:35][CH2:34][CH2:33][O:32]4)[C:3](=[O:37])[N:2]([CH3:1])[C:10]=3[N:9]=[C:8]2[O:11][CH2:12][CH2:13][O:14][C:15]2[CH:20]=[CH:19][CH:18]=[C:17]([O:21][C:22]([F:23])([F:25])[F:24])[CH:16]=2)=[N:43][CH:44]=1, predict the reactants needed to synthesize it. The reactants are: [CH3:1][N:2]1[C:10]2[N:9]=[C:8]([O:11][CH2:12][CH2:13][O:14][C:15]3[CH:20]=[CH:19][CH:18]=[C:17]([O:21][C:22]([F:25])([F:24])[F:23])[CH:16]=3)[NH:7][C:6]=2[C:5](=[O:26])[N:4]([CH2:27][CH2:28][CH2:29][O:30][CH:31]2[CH2:36][CH2:35][CH2:34][CH2:33][O:32]2)[C:3]1=[O:37].[Cl:38][C:39]1[CH:40]=[CH:41][C:42]([CH2:45]Cl)=[N:43][CH:44]=1.C(=O)([O-])[O-].[K+].[K+]. (7) The reactants are: [F:1][C:2]1[CH:7]=[C:6]([F:8])[CH:5]=[CH:4][C:3]=1[C:9]1([C:12]([F:23])([F:22])[C:13]2[CH:18]=[CH:17][C:16]([O:19][CH:20]=[CH2:21])=[CH:15][N:14]=2)CO1.C[Si](C)(C)[C:26](F)([F:28])[F:27].[I-].[Na+].N#N.[C:36]([O-:39])(O)=O.[Na+]. Given the product [F:27][C:26]1([F:28])[CH2:21][CH:20]1[O:19][C:16]1[CH:17]=[CH:18][C:13]([C:12]([C:9]2([C:3]3[CH:4]=[CH:5][C:6]([F:8])=[CH:7][C:2]=3[F:1])[CH2:36][O:39]2)([F:22])[F:23])=[N:14][CH:15]=1, predict the reactants needed to synthesize it.